Predict the product of the given reaction. From a dataset of Forward reaction prediction with 1.9M reactions from USPTO patents (1976-2016). (1) Given the reactants [CH3:1][C:2]1[CH:3]=[C:4]([NH:8][C:9]2[S:10][C:11]([CH:20]=O)=[C:12]([C:14]3[CH:19]=[CH:18][N:17]=[CH:16][CH:15]=3)[N:13]=2)[CH:5]=[CH:6][CH:7]=1.C1(P(=[CH:41][C:42]([O:44][CH3:45])=[O:43])(C2C=CC=CC=2)C2C=CC=CC=2)C=CC=CC=1, predict the reaction product. The product is: [CH3:1][C:2]1[CH:3]=[C:4]([NH:8][C:9]2[S:10][C:11](/[CH:20]=[CH:41]/[C:42]([O:44][CH3:45])=[O:43])=[C:12]([C:14]3[CH:15]=[CH:16][N:17]=[CH:18][CH:19]=3)[N:13]=2)[CH:5]=[CH:6][CH:7]=1. (2) The product is: [OH:1][C:2]1[C:9]([OH:10])=[CH:8][C:5]([C:6]#[N:7])=[C:4]([C:12]2[O:13][C:14]([CH3:17])=[CH:15][CH:16]=2)[C:3]=1[C:18]#[N:19]. Given the reactants [OH:1][C:2]1[C:9]([O:10]C)=[CH:8][C:5]([C:6]#[N:7])=[C:4]([C:12]2[O:13][C:14]([CH3:17])=[CH:15][CH:16]=2)[C:3]=1[C:18]#[N:19].CC1OC(B(O)O)=CC=1, predict the reaction product.